Dataset: Full USPTO retrosynthesis dataset with 1.9M reactions from patents (1976-2016). Task: Predict the reactants needed to synthesize the given product. Given the product [C:49](=[O:52])([S:51][CH:25]1[CH2:26][CH2:27][N:22]([C:21]2[C:20]([F:29])=[CH:19][N:18]=[CH:17][C:16]=2[Cl:15])[CH2:23][CH2:24]1)[CH3:50], predict the reactants needed to synthesize it. The reactants are: C(OC(/N=N/C(=O)OC(C)C)=O)(C)C.[Cl:15][C:16]1[CH:17]=[N:18][CH:19]=[C:20]([F:29])[C:21]=1[N:22]1[CH2:27][CH2:26][CH:25](O)[CH2:24][CH2:23]1.C1(P(C2C=CC=CC=2)C2C=CC=CC=2)C=CC=CC=1.[C:49](=[O:52])([SH:51])[CH3:50].